From a dataset of Reaction yield outcomes from USPTO patents with 853,638 reactions. Predict the reaction yield, written as a fraction of the theoretical maximum amount of product (1.0 means a 100% yield; for example, 0.34 means a 34% yield). (1) The reactants are [CH:1]1([CH2:4][O:5][C:6]2[CH:7]=[C:8]([CH:13]=[C:14]([N+:16]([O-])=O)[CH:15]=2)[C:9]([O:11][CH3:12])=[O:10])[CH2:3][CH2:2]1. The catalyst is CO.[Pd]. The product is [NH2:16][C:14]1[CH:13]=[C:8]([CH:7]=[C:6]([O:5][CH2:4][CH:1]2[CH2:3][CH2:2]2)[CH:15]=1)[C:9]([O:11][CH3:12])=[O:10]. The yield is 0.850. (2) The reactants are [N:1]([C:4]1[CH:9]=[CH:8][C:7]([F:10])=[CH:6][CH:5]=1)=[N+:2]=[N-:3].[CH2:11]([OH:14])[C:12]#[CH:13].[Na].O=C1O[C@H]([C@H](CO)O)C(O)=C1O. The catalyst is C(O)(C)(C)C.O.O.O.O.O.O.S([O-])([O-])(=O)=O.[Cu+2]. The product is [F:10][C:7]1[CH:8]=[CH:9][C:4]([N:1]2[CH:13]=[C:12]([CH2:11][OH:14])[N:3]=[N:2]2)=[CH:5][CH:6]=1. The yield is 0.260. (3) The reactants are [C:1]1([S:7]([N:10]2[C:14]3=[N:15][CH:16]=[N:17][C:18](Cl)=[C:13]3[C:12]([Br:20])=[N:11]2)(=[O:9])=[O:8])[CH:6]=[CH:5][CH:4]=[CH:3][CH:2]=1.[C:21]([N:28]1[CH2:33][CH2:32][NH:31][CH2:30][CH2:29]1)([O:23][C:24]([CH3:27])([CH3:26])[CH3:25])=[O:22].CCN(C(C)C)C(C)C. The catalyst is CC(O)C. The product is [C:24]([O:23][C:21]([N:28]1[CH2:33][CH2:32][N:31]([C:18]2[N:17]=[CH:16][N:15]=[C:14]3[N:10]([S:7]([C:1]4[CH:6]=[CH:5][CH:4]=[CH:3][CH:2]=4)(=[O:9])=[O:8])[N:11]=[C:12]([Br:20])[C:13]=23)[CH2:30][CH2:29]1)=[O:22])([CH3:27])([CH3:25])[CH3:26]. The yield is 0.670.